Predict which catalyst facilitates the given reaction. From a dataset of Catalyst prediction with 721,799 reactions and 888 catalyst types from USPTO. (1) Product: [Cl:1][C:2]1[CH:10]=[C:9]2[C:5]([CH:6]=[C:7]([CH2:11][C:12]3[CH:13]=[CH:14][C:15]([CH3:22])=[C:16]([CH:21]=3)[C:17]([O:19][CH3:20])=[O:18])[NH:8]2)=[CH:4][C:3]=1[C:23]1[CH:28]=[CH:27][C:26]([O:29][CH2:38][CH3:39])=[CH:25][C:24]=1[F:30]. Reactant: [Cl:1][C:2]1[CH:10]=[C:9]2[C:5]([CH:6]=[C:7]([CH2:11][C:12]3[CH:13]=[CH:14][C:15]([CH3:22])=[C:16]([CH:21]=3)[C:17]([O:19][CH3:20])=[O:18])[NH:8]2)=[CH:4][C:3]=1[C:23]1[CH:28]=[CH:27][C:26]([OH:29])=[CH:25][C:24]=1[F:30].C(=O)([O-])[O-].[K+].[K+].I[CH2:38][CH3:39]. The catalyst class is: 35. (2) Reactant: Cl[C:2]1[CH:7]=[C:6]([Cl:8])[N:5]=[C:4]([S:9][CH2:10][C:11]2[CH:16]=[CH:15][C:14]([O:17][CH3:18])=[CH:13][CH:12]=2)[N:3]=1.[NH2:19][C:20]1[CH:24]=[C:23]([CH3:25])[NH:22][N:21]=1.C(N(C(C)C)CC)(C)C.[I-].[Na+]. Product: [Cl:8][C:6]1[N:5]=[C:4]([S:9][CH2:10][C:11]2[CH:16]=[CH:15][C:14]([O:17][CH3:18])=[CH:13][CH:12]=2)[N:3]=[C:2]([NH:19][C:20]2[NH:21][N:22]=[C:23]([CH3:25])[CH:24]=2)[CH:7]=1. The catalyst class is: 51. (3) Reactant: [N-:1]=[N+:2]=[N-:3].[Na+].[CH2:5]([O:12][C:13]([N:15]1[CH:22]([CH3:23])[CH2:21][CH2:20][CH:19]2[CH:17]([O:18]2)[CH2:16]1)=[O:14])[C:6]1[CH:11]=[CH:10][CH:9]=[CH:8][CH:7]=1.[Cl-].[NH4+]. Product: [CH2:5]([O:12][C:13]([N:15]1[CH2:16][CH:17]([OH:18])[CH:19]([N:1]=[N+:2]=[N-:3])[CH2:20][CH2:21][CH:22]1[CH3:23])=[O:14])[C:6]1[CH:11]=[CH:10][CH:9]=[CH:8][CH:7]=1. The catalyst class is: 24. (4) Reactant: [NH2:1][C:2]1[CH:3]=[C:4]([C:8]2[N:12]([CH3:13])[N:11]=[C:10]([NH:14][C:15](=[O:17])[CH3:16])[CH:9]=2)[CH:5]=[N:6][CH:7]=1.[CH3:18][N:19]1[C:23]([CH3:24])=[C:22]([CH:25]=O)[C:21]([CH3:27])=[N:20]1.C([BH3-])#N.[Na+].C([BH3-])#N. Product: [CH3:18][N:19]1[C:23]([CH3:24])=[C:22]([CH2:25][NH:1][C:2]2[CH:3]=[C:4]([C:8]3[N:12]([CH3:13])[N:11]=[C:10]([NH:14][C:15](=[O:17])[CH3:16])[CH:9]=3)[CH:5]=[N:6][CH:7]=2)[C:21]([CH3:27])=[N:20]1. The catalyst class is: 130. (5) Reactant: [C:1]([O:4][CH:5]([C:9]1[CH:14]=[CH:13][C:12]([O:15][CH3:16])=[CH:11][CH:10]=1)[C:6]([OH:8])=O)(=[O:3])[CH3:2].C(Cl)(=O)C(Cl)=O.[NH2:23][C:24]1[O:28][N:27]=[C:26]([CH3:29])[CH:25]=1.CCN(CC)CC. Product: [CH3:16][O:15][C:12]1[CH:13]=[CH:14][C:9]([CH:5]([O:4][C:1](=[O:3])[CH3:2])[C:6](=[O:8])[NH:23][C:24]2[O:28][N:27]=[C:26]([CH3:29])[CH:25]=2)=[CH:10][CH:11]=1. The catalyst class is: 59. (6) The catalyst class is: 9. Product: [F:14][C:2]1([C:3]([O:5][CH2:6][CH3:7])=[O:4])[CH:9]2[CH:8]1[CH2:12][CH2:11][C:10]2=[O:13]. Reactant: Br[C:2]([F:14])([CH:8]1[CH2:12][CH2:11][C:10](=[O:13])[CH2:9]1)[C:3]([O:5][CH2:6][CH3:7])=[O:4].C1CCN2C(=NCCC2)CC1.Cl. (7) Reactant: [F:1][CH2:2][CH2:3][C:4]1[CH:9]=[CH:8][C:7]([NH:10][C:11]([NH:13][C:14]2[CH:19]=[CH:18][C:17]([O:20][C:21]3[CH:26]=[CH:25][N:24]=[C:23]4[NH:27][N:28]=[CH:29][C:22]=34)=[CH:16][CH:15]=2)=[O:12])=[CH:6][C:5]=1[C:30]([F:33])([F:32])[F:31].[H-].[Na+].I[CH3:37].[Cl-].[NH4+]. Product: [F:1][CH2:2][CH2:3][C:4]1[CH:9]=[CH:8][C:7]([NH:10][C:11]([NH:13][C:14]2[CH:15]=[CH:16][C:17]([O:20][C:21]3[CH:26]=[CH:25][N:24]=[C:23]4[N:27]([CH3:37])[N:28]=[CH:29][C:22]=34)=[CH:18][CH:19]=2)=[O:12])=[CH:6][C:5]=1[C:30]([F:33])([F:32])[F:31]. The catalyst class is: 3. (8) Reactant: Cl[C:2]1[CH:7]=[CH:6][C:5]([N+:8]([O-:10])=[O:9])=[CH:4][C:3]=1[C:11](=[O:14])[CH2:12][CH3:13].[Cl:15][C:16]1[CH:17]=[N:18][CH:19]=[C:20]([OH:22])[CH:21]=1.C(=O)([O-])[O-].[K+].[K+].O. Product: [Cl:15][C:16]1[CH:21]=[C:20]([O:22][C:2]2[CH:7]=[CH:6][C:5]([N+:8]([O-:10])=[O:9])=[CH:4][C:3]=2[C:11](=[O:14])[CH2:12][CH3:13])[CH:19]=[N:18][CH:17]=1. The catalyst class is: 3. (9) Reactant: [CH3:1][NH:2][CH2:3][CH2:4][N:5]1[C:11]2[CH:12]=[CH:13][CH:14]=[CH:15][C:10]=2[CH2:9][O:8][C:7]2[CH:16]=[CH:17][CH:18]=[CH:19][C:6]1=2.S(O[CH2:25][CH2:26][CH2:27][C:28]1[CH:33]=[CH:32][C:31]([O:34][CH3:35])=[CH:30][CH:29]=1)(=O)(=O)C.C(=O)([O-])[O-].[Na+].[Na+].[I-].[Na+]. Product: [CH3:35][O:34][C:31]1[CH:32]=[CH:33][C:28]([CH2:27][CH2:26][CH2:25][N:2]([CH2:3][CH2:4][N:5]2[C:11]3[CH:12]=[CH:13][CH:14]=[CH:15][C:10]=3[CH2:9][O:8][C:7]3[CH:16]=[CH:17][CH:18]=[CH:19][C:6]2=3)[CH3:1])=[CH:29][CH:30]=1. The catalyst class is: 10.